Dataset: Ames mutagenicity test results for genotoxicity prediction. Task: Regression/Classification. Given a drug SMILES string, predict its toxicity properties. Task type varies by dataset: regression for continuous values (e.g., LD50, hERG inhibition percentage) or binary classification for toxic/non-toxic outcomes (e.g., AMES mutagenicity, cardiotoxicity, hepatotoxicity). Dataset: ames. (1) The compound is O=[N+]([O-])c1cccc2cnsc12. The result is 1 (mutagenic). (2) The drug is CCCCNC(=O)n1c(NC(=O)OC)nc2ccccc21. The result is 0 (non-mutagenic). (3) The compound is O=C(O)c1ccc(NC2OCC(O)C(O)C2O)cc1. The result is 0 (non-mutagenic). (4) The drug is NC(=O)C1(C(N)=O)OC1C(=O)c1ccccc1. The result is 1 (mutagenic). (5) The molecule is Nc1cccc2c1C(=O)c1cccc(N)c1C2=O. The result is 1 (mutagenic). (6) The compound is CCn1nc(C(=O)O)c(=O)c2cc3c(cc21)OCO3. The result is 1 (mutagenic).